Predict the reactants needed to synthesize the given product. From a dataset of Full USPTO retrosynthesis dataset with 1.9M reactions from patents (1976-2016). (1) Given the product [Br:1][C:2]1[C:8]([F:9])=[CH:7][C:5]([NH:6][C:11](=[O:13])[CH3:12])=[CH:4][C:3]=1[F:10], predict the reactants needed to synthesize it. The reactants are: [Br:1][C:2]1[C:8]([F:9])=[CH:7][C:5]([NH2:6])=[CH:4][C:3]=1[F:10].[C:11](Cl)(=[O:13])[CH3:12].C(N(C(C)C)C(C)C)C. (2) The reactants are: [CH2:1]([S:3]([C:6]1[CH:13]=[CH:12][C:11]([N+:14]([O-:16])=[O:15])=[CH:10][C:7]=1[C:8]#[N:9])(=[O:5])=[O:4])[CH3:2].F[C:18]1C=CC([N+]([O-])=O)=CC=1C#N.CC(S)C.C1C=C(Cl)C=C(C(OO)=O)C=1. Given the product [CH:1]([S:3]([C:6]1[CH:13]=[CH:12][C:11]([N+:14]([O-:16])=[O:15])=[CH:10][C:7]=1[C:8]#[N:9])(=[O:4])=[O:5])([CH3:18])[CH3:2], predict the reactants needed to synthesize it. (3) Given the product [C:4]([O:3][C:1]([N:8]1[CH2:13][CH2:12][CH:11]([CH2:14][NH:15][C:18]([NH:17][CH3:16])=[S:19])[CH2:10][CH2:9]1)=[O:2])([CH3:7])([CH3:6])[CH3:5], predict the reactants needed to synthesize it. The reactants are: [C:1]([N:8]1[CH2:13][CH2:12][CH:11]([CH2:14][NH2:15])[CH2:10][CH2:9]1)([O:3][C:4]([CH3:7])([CH3:6])[CH3:5])=[O:2].[CH3:16][N:17]=[C:18]=[S:19].CCOC(C)=O. (4) Given the product [OH:6][CH2:7][C@@H:8]1[CH2:14][C@@H:13]2[C@@H:11]([CH2:12]2)[CH2:10][N:9]1[C:15]([O:17][C:18]([CH3:21])([CH3:20])[CH3:19])=[O:16], predict the reactants needed to synthesize it. The reactants are: CC([Si](C1C=CC=CC=1)(C1C=CC=CC=1)[O:6][CH2:7][C@@H:8]1[CH2:14][C@@H:13]2[C@@H:11]([CH2:12]2)[CH2:10][N:9]1[C:15]([O:17][C:18]([CH3:21])([CH3:20])[CH3:19])=[O:16])(C)C.CCCC[N+](CCCC)(CCCC)CCCC.[F-]. (5) Given the product [C:20]([C:17]1[CH:18]=[CH:19][C:14]([C:13]([NH:12][C:10](=[S:11])[NH:9][C:6]2[CH:7]=[CH:8][C:3]([NH:2][CH2:30][C:29]3[CH:32]=[CH:33][CH:34]=[CH:35][C:28]=3[Cl:27])=[C:4]([O:25][CH3:26])[CH:5]=2)=[O:24])=[CH:15][CH:16]=1)([CH3:21])([CH3:22])[CH3:23], predict the reactants needed to synthesize it. The reactants are: Cl.[NH2:2][C:3]1[CH:8]=[CH:7][C:6]([NH:9][C:10]([NH:12][C:13](=[O:24])[C:14]2[CH:19]=[CH:18][C:17]([C:20]([CH3:23])([CH3:22])[CH3:21])=[CH:16][CH:15]=2)=[S:11])=[CH:5][C:4]=1[O:25][CH3:26].[Cl:27][C:28]1[CH:35]=[CH:34][CH:33]=[CH:32][C:29]=1[CH:30]=O.C(O[BH-](OC(=O)C)OC(=O)C)(=O)C. (6) Given the product [O:14]1[C:10]2([CH2:15][CH2:16][CH:7]([CH:4]([N:2]([CH3:3])[CH3:1])[CH2:5][CH2:28][C:22]3[CH:27]=[CH:26][CH:25]=[CH:24][CH:23]=3)[CH2:8][CH2:9]2)[O:11][CH2:12][CH2:13]1, predict the reactants needed to synthesize it. The reactants are: [CH3:1][N:2]([CH:4]([CH:7]1[CH2:16][CH2:15][C:10]2([O:14][CH2:13][CH2:12][O:11]2)[CH2:9][CH2:8]1)[C:5]#N)[CH3:3].C1COCC1.[C:22]1([CH2:28]C[Mg]Cl)[CH:27]=[CH:26][CH:25]=[CH:24][CH:23]=1.[Cl-].[NH4+]. (7) Given the product [Cl:1][C:2]1[C:3]([C:38]#[C:37][CH2:36][C:30]2([CH3:29])[CH2:34][O:33][C:32](=[O:35])[NH:31]2)=[CH:4][C:5]2[C:6](=[O:20])[C:7]3[C:12]([S:13][C:14]=2[CH:15]=1)=[CH:11][C:10]([C:16]([F:18])([F:17])[F:19])=[CH:9][CH:8]=3, predict the reactants needed to synthesize it. The reactants are: [Cl:1][C:2]1[C:3](OS(C(F)(F)F)(=O)=O)=[CH:4][C:5]2[C:6](=[O:20])[C:7]3[C:12]([S:13][C:14]=2[CH:15]=1)=[CH:11][C:10]([C:16]([F:19])([F:18])[F:17])=[CH:9][CH:8]=3.[CH3:29][C:30]1([CH2:36][C:37]#[CH:38])[CH2:34][O:33][C:32](=[O:35])[NH:31]1.C(N(CC)CC)C.O. (8) Given the product [CH3:14][N:15]1[C:19]([NH:20][C:21]([C:28]2[CH:33]=[CH:32][CH:31]=[CH:30][CH:29]=2)([C:34]2[CH:35]=[CH:36][CH:37]=[CH:38][CH:39]=2)[C:22]2[CH:27]=[CH:26][CH:25]=[CH:24][CH:23]=2)=[C:18]([CH:40]=[CH:11][C:12]#[N:13])[CH:17]=[N:16]1, predict the reactants needed to synthesize it. The reactants are: [H-].[Na+].C(OP([CH2:11][C:12]#[N:13])(=O)OCC)C.[CH3:14][N:15]1[C:19]([NH:20][C:21]([C:34]2[CH:39]=[CH:38][CH:37]=[CH:36][CH:35]=2)([C:28]2[CH:33]=[CH:32][CH:31]=[CH:30][CH:29]=2)[C:22]2[CH:27]=[CH:26][CH:25]=[CH:24][CH:23]=2)=[C:18]([CH:40]=O)[CH:17]=[N:16]1. (9) Given the product [C:24]1([C:13]([C:7]2[CH:8]=[CH:9][CH:10]=[CH:11][CH:12]=2)([C:18]2[CH:19]=[CH:20][CH:21]=[CH:22][CH:23]=2)[CH2:14][CH2:15][OH:16])[CH:25]=[CH:26][CH:27]=[CH:28][CH:29]=1, predict the reactants needed to synthesize it. The reactants are: [H-].[H-].[H-].[H-].[Li+].[Al+3].[C:7]1([C:13]([C:24]2[CH:29]=[CH:28][CH:27]=[CH:26][CH:25]=2)([C:18]2[CH:23]=[CH:22][CH:21]=[CH:20][CH:19]=2)[CH2:14][C:15](O)=[O:16])[CH:12]=[CH:11][CH:10]=[CH:9][CH:8]=1. (10) Given the product [NH2:8][C:9]1[N:14]=[C:13]([CH3:15])[N:12]=[C:11]([C:16]2[CH:17]=[C:18]([C:31]3[CH:32]=[N:33][C:34]([O:37][CH3:38])=[CH:35][CH:36]=3)[CH:19]=[N:20][C:21]=2[NH:22][C:23]2[CH:24]=[N:25][C:26]([O:29][CH3:30])=[CH:27][CH:28]=2)[N:10]=1, predict the reactants needed to synthesize it. The reactants are: COC1C=CC(C[N:8](CC2C=CC(OC)=CC=2)[C:9]2[N:14]=[C:13]([CH3:15])[N:12]=[C:11]([C:16]3[CH:17]=[C:18]([C:31]4[CH:32]=[N:33][C:34]([O:37][CH3:38])=[CH:35][CH:36]=4)[CH:19]=[N:20][C:21]=3[NH:22][C:23]3[CH:24]=[N:25][C:26]([O:29][CH3:30])=[CH:27][CH:28]=3)[N:10]=2)=CC=1.